From a dataset of Reaction yield outcomes from USPTO patents with 853,638 reactions. Predict the reaction yield, written as a fraction of the theoretical maximum amount of product (1.0 means a 100% yield; for example, 0.34 means a 34% yield). (1) The reactants are [Cl:1][C:2]1[CH:3]=[N:4][C:5]2[C:6](=O)[NH:7][CH:8](OC)[CH:9]([F:12])[C:10]=2[CH:11]=1.P(Cl)(Cl)([Cl:18])=O. The catalyst is C(#N)C. The product is [Cl:1][C:2]1[CH:3]=[N:4][C:5]2[C:10]([CH:11]=1)=[C:9]([F:12])[CH:8]=[N:7][C:6]=2[Cl:18]. The yield is 0.790. (2) The reactants are [NH2:1][C:2]1[S:3][C:4]([C:7]#[N:8])=[CH:5][N:6]=1.Cl[C:10]1[N:15]=[CH:14][N:13]=[C:12]([Cl:16])[CH:11]=1.[O-]P([O-])([O-])=O.[K+].[K+].[K+].OP(O)(O)=O. The catalyst is O.CN(C=O)C. The product is [Cl:16][C:12]1[N:13]=[CH:14][N:15]=[C:10]([NH:1][C:2]2[S:3][C:4]([C:7]#[N:8])=[CH:5][N:6]=2)[CH:11]=1. The yield is 0.530.